From a dataset of Full USPTO retrosynthesis dataset with 1.9M reactions from patents (1976-2016). Predict the reactants needed to synthesize the given product. Given the product [Cl:1][C:2]1[C:11]2[C:6](=[CH:7][CH:8]=[C:9]([S:21][CH2:22][CH3:23])[CH:10]=2)[N:5]=[N:4][C:3]=1[C:13]([NH2:15])=[O:14], predict the reactants needed to synthesize it. The reactants are: [Cl:1][C:2]1[C:11]2[C:6](=[CH:7][CH:8]=[C:9](I)[CH:10]=2)[N:5]=[N:4][C:3]=1[C:13]([NH2:15])=[O:14].C([Sn](CCCC)(CCCC)[S:21][CH2:22][CH3:23])CCC.